Dataset: NCI-60 drug combinations with 297,098 pairs across 59 cell lines. Task: Regression. Given two drug SMILES strings and cell line genomic features, predict the synergy score measuring deviation from expected non-interaction effect. (1) Drug 1: C1=CN(C(=O)N=C1N)C2C(C(C(O2)CO)O)O.Cl. Drug 2: CCC1(CC2CC(C3=C(CCN(C2)C1)C4=CC=CC=C4N3)(C5=C(C=C6C(=C5)C78CCN9C7C(C=CC9)(C(C(C8N6C)(C(=O)OC)O)OC(=O)C)CC)OC)C(=O)OC)O.OS(=O)(=O)O. Cell line: SN12C. Synergy scores: CSS=13.3, Synergy_ZIP=-2.92, Synergy_Bliss=2.40, Synergy_Loewe=-2.78, Synergy_HSA=-1.52. (2) Drug 1: CC1=C(C=C(C=C1)NC2=NC=CC(=N2)N(C)C3=CC4=NN(C(=C4C=C3)C)C)S(=O)(=O)N.Cl. Drug 2: CCC(=C(C1=CC=CC=C1)C2=CC=C(C=C2)OCCN(C)C)C3=CC=CC=C3.C(C(=O)O)C(CC(=O)O)(C(=O)O)O. Cell line: OVCAR-4. Synergy scores: CSS=4.82, Synergy_ZIP=-0.494, Synergy_Bliss=1.78, Synergy_Loewe=2.05, Synergy_HSA=1.75. (3) Drug 1: C1=CC(=CC=C1CC(C(=O)O)N)N(CCCl)CCCl.Cl. Drug 2: CC1C(C(=O)NC(C(=O)N2CCCC2C(=O)N(CC(=O)N(C(C(=O)O1)C(C)C)C)C)C(C)C)NC(=O)C3=C4C(=C(C=C3)C)OC5=C(C(=O)C(=C(C5=N4)C(=O)NC6C(OC(=O)C(N(C(=O)CN(C(=O)C7CCCN7C(=O)C(NC6=O)C(C)C)C)C)C(C)C)C)N)C. Cell line: HOP-92. Synergy scores: CSS=18.1, Synergy_ZIP=2.42, Synergy_Bliss=9.57, Synergy_Loewe=9.70, Synergy_HSA=9.37. (4) Drug 1: C1CN1P(=S)(N2CC2)N3CC3. Drug 2: CC1=C(C=C(C=C1)C(=O)NC2=CC(=CC(=C2)C(F)(F)F)N3C=C(N=C3)C)NC4=NC=CC(=N4)C5=CN=CC=C5. Cell line: HCT116. Synergy scores: CSS=14.5, Synergy_ZIP=-1.84, Synergy_Bliss=-0.149, Synergy_Loewe=-1.33, Synergy_HSA=-1.93.